Dataset: Reaction yield outcomes from USPTO patents with 853,638 reactions. Task: Predict the reaction yield, written as a fraction of the theoretical maximum amount of product (1.0 means a 100% yield; for example, 0.34 means a 34% yield). The reactants are O.[NH:2]1[C:6]([C:7]([OH:9])=[O:8])=[CH:5][C:4]([C:10]([OH:12])=O)=[N:3]1.[NH2:13][C@@H:14]([CH3:30])[CH2:15][N:16]1[CH:20]=[CH:19][C:18]([C:21]2[CH:28]=[CH:27][C:24]([C:25]#[N:26])=[C:23]([Cl:29])[CH:22]=2)=[N:17]1. No catalyst specified. The product is [Cl:29][C:23]1[CH:22]=[C:21]([C:18]2[CH:19]=[CH:20][N:16]([CH2:15][C@@H:14]([NH:13][C:10]([C:4]3[NH:3][N:2]=[C:6]([C:7]([OH:9])=[O:8])[CH:5]=3)=[O:12])[CH3:30])[N:17]=2)[CH:28]=[CH:27][C:24]=1[C:25]#[N:26]. The yield is 0.360.